This data is from NCI-60 drug combinations with 297,098 pairs across 59 cell lines. The task is: Regression. Given two drug SMILES strings and cell line genomic features, predict the synergy score measuring deviation from expected non-interaction effect. (1) Drug 1: C1=NC(=NC(=O)N1C2C(C(C(O2)CO)O)O)N. Drug 2: CS(=O)(=O)OCCCCOS(=O)(=O)C. Cell line: OVCAR-5. Synergy scores: CSS=42.5, Synergy_ZIP=-6.69, Synergy_Bliss=-1.27, Synergy_Loewe=3.11, Synergy_HSA=3.88. (2) Drug 1: C1=CC(=CC=C1CCCC(=O)O)N(CCCl)CCCl. Drug 2: CC1=C2C(C(=O)C3(C(CC4C(C3C(C(C2(C)C)(CC1OC(=O)C(C(C5=CC=CC=C5)NC(=O)OC(C)(C)C)O)O)OC(=O)C6=CC=CC=C6)(CO4)OC(=O)C)O)C)O. Cell line: UO-31. Synergy scores: CSS=4.96, Synergy_ZIP=-6.57, Synergy_Bliss=-4.97, Synergy_Loewe=-3.12, Synergy_HSA=-2.70. (3) Drug 1: C1CC(=O)NC(=O)C1N2CC3=C(C2=O)C=CC=C3N. Drug 2: C1CN(CCN1C(=O)CCBr)C(=O)CCBr. Cell line: KM12. Synergy scores: CSS=21.5, Synergy_ZIP=-10.4, Synergy_Bliss=-13.4, Synergy_Loewe=-4.09, Synergy_HSA=-3.68. (4) Drug 2: COCCOC1=C(C=C2C(=C1)C(=NC=N2)NC3=CC=CC(=C3)C#C)OCCOC.Cl. Drug 1: C1CNP(=O)(OC1)N(CCCl)CCCl. Cell line: HOP-92. Synergy scores: CSS=-8.06, Synergy_ZIP=7.05, Synergy_Bliss=7.84, Synergy_Loewe=-15.4, Synergy_HSA=-10.3. (5) Drug 1: COC1=C2C(=CC3=C1OC=C3)C=CC(=O)O2. Drug 2: B(C(CC(C)C)NC(=O)C(CC1=CC=CC=C1)NC(=O)C2=NC=CN=C2)(O)O. Cell line: NCI-H322M. Synergy scores: CSS=16.0, Synergy_ZIP=-3.71, Synergy_Bliss=2.95, Synergy_Loewe=-21.7, Synergy_HSA=0.409.